Predict the reactants needed to synthesize the given product. From a dataset of Full USPTO retrosynthesis dataset with 1.9M reactions from patents (1976-2016). Given the product [CH:21]1([C:19]([N:16]2[CH2:17][CH2:18][C@@H:14]([CH2:13][N:12]3[C:11]4[CH:24]=[CH:25][CH:26]=[C:27]([C:28]#[N:29])[C:10]=4[N:9]=[C:8]3[C:5]3[CH:6]=[CH:7][C:2]([C:36]4[CH:37]=[C:38]5[C:33]([CH:32]=[CH:31][NH:30]5)=[CH:34][CH:35]=4)=[CH:3][CH:4]=3)[CH2:15]2)=[O:20])[CH2:23][CH2:22]1, predict the reactants needed to synthesize it. The reactants are: Br[C:2]1[CH:7]=[CH:6][C:5]([C:8]2[N:12]([CH2:13][C@@H:14]3[CH2:18][CH2:17][N:16]([C:19]([CH:21]4[CH2:23][CH2:22]4)=[O:20])[CH2:15]3)[C:11]3[CH:24]=[CH:25][CH:26]=[C:27]([C:28]#[N:29])[C:10]=3[N:9]=2)=[CH:4][CH:3]=1.[NH:30]1[C:38]2[C:33](=[CH:34][CH:35]=[C:36](B(O)O)[CH:37]=2)[CH:32]=[CH:31]1.C(=O)([O-])[O-].[K+].[K+].